The task is: Predict the reaction yield, written as a fraction of the theoretical maximum amount of product (1.0 means a 100% yield; for example, 0.34 means a 34% yield).. This data is from Reaction yield outcomes from USPTO patents with 853,638 reactions. The reactants are [CH3:1][O:2][C:3]1[CH:4]=[C:5]2[O:9][C:8]([C:10]3[N:11]=[C:12]4[N:16]([CH:17]=3)[N:15]=[C:14]([O:18][CH3:19])[S:13]4)=[CH:7][C:6]2=[C:20]([OH:22])[CH:21]=1.O[CH2:24][C:25]1[N:26]=[C:27]([N:30]([CH3:35])[CH2:31][CH2:32][C:33]#[N:34])[S:28][CH:29]=1.C(P(CCCC)CCCC)CCC.N(C(N1CCCCC1)=O)=NC(N1CCCCC1)=O. The catalyst is C1COCC1. The product is [CH3:1][O:2][C:3]1[CH:21]=[C:20]([O:22][CH2:24][C:25]2[N:26]=[C:27]([N:30]([CH3:35])[CH2:31][CH2:32][C:33]#[N:34])[S:28][CH:29]=2)[C:6]2[CH:7]=[C:8]([C:10]3[N:11]=[C:12]4[N:16]([CH:17]=3)[N:15]=[C:14]([O:18][CH3:19])[S:13]4)[O:9][C:5]=2[CH:4]=1. The yield is 0.850.